This data is from Full USPTO retrosynthesis dataset with 1.9M reactions from patents (1976-2016). The task is: Predict the reactants needed to synthesize the given product. The reactants are: CC(C)([O-])C.[K+].[Br:7][C:8]1[CH:9]=[CH:10][C:11](Cl)=[N:12][CH:13]=1.[CH2:15]([O:22][C:23]1[CH:28]=[CH:27][C:26]([OH:29])=[CH:25][CH:24]=1)[C:16]1[CH:21]=[CH:20][CH:19]=[CH:18][CH:17]=1.O.C(OCC)(=O)C. Given the product [CH2:15]([O:22][C:23]1[CH:24]=[CH:25][C:26]([O:29][C:11]2[CH:10]=[CH:9][C:8]([Br:7])=[CH:13][N:12]=2)=[CH:27][CH:28]=1)[C:16]1[CH:17]=[CH:18][CH:19]=[CH:20][CH:21]=1, predict the reactants needed to synthesize it.